This data is from Full USPTO retrosynthesis dataset with 1.9M reactions from patents (1976-2016). The task is: Predict the reactants needed to synthesize the given product. Given the product [C:1]([NH:11][CH2:12][CH2:13][C:14]([CH:22]([CH2:21][NH2:31])[OH:23])=[O:16])([O:3][CH2:4][C:5]1[CH:6]=[CH:7][CH:8]=[CH:9][CH:10]=1)=[O:2], predict the reactants needed to synthesize it. The reactants are: [C:1]([NH:11][CH2:12][CH2:13][C:14]([OH:16])=O)([O:3][CH2:4][C:5]1[CH:10]=[CH:9][CH:8]=[CH:7][CH:6]=1)=[O:2].ON1[C:22](=[O:23])[CH2:21]CC1=O.C1CCC([N:31]=C=NC2CCCCC2)CC1.